From a dataset of Forward reaction prediction with 1.9M reactions from USPTO patents (1976-2016). Predict the product of the given reaction. (1) Given the reactants [C:1]1(B(O)O)[CH:6]=[CH:5][CH:4]=[CH:3][CH:2]=1.I[C:11]1[CH:12]=[C:13]([C:29]([NH:31][CH2:32][C:33]2[CH:38]=[CH:37][C:36]([S:39]([CH3:42])(=[O:41])=[O:40])=[CH:35][CH:34]=2)=[O:30])[C:14](=[O:28])[N:15]([C:18]2[CH:23]=[CH:22][CH:21]=[C:20]([C:24]([F:27])([F:26])[F:25])[CH:19]=2)[C:16]=1[CH3:17].C1(C)C=CC=CC=1.C([O-])([O-])=O.[Na+].[Na+], predict the reaction product. The product is: [CH3:17][C:16]1[N:15]([C:18]2[CH:23]=[CH:22][CH:21]=[C:20]([C:24]([F:27])([F:25])[F:26])[CH:19]=2)[C:14](=[O:28])[C:13]([C:29]([NH:31][CH2:32][C:33]2[CH:34]=[CH:35][C:36]([S:39]([CH3:42])(=[O:41])=[O:40])=[CH:37][CH:38]=2)=[O:30])=[CH:12][C:11]=1[C:1]1[CH:6]=[CH:5][CH:4]=[CH:3][CH:2]=1. (2) Given the reactants OC(C(F)(F)F)=O.[NH:8]1[CH2:11][CH:10]([NH:12][C:13](=[O:30])[CH2:14][NH:15][C:16]2[C:24]3[C:19](=[CH:20][CH:21]=[C:22]([C:25]([F:28])([F:27])[F:26])[CH:23]=3)[N:18]([CH3:29])[N:17]=2)[CH2:9]1.[CH2:31]([O:34][CH2:35][CH:36]1[CH2:41][CH2:40][C:39](=O)[CH2:38][CH2:37]1)[CH:32]=[CH2:33], predict the reaction product. The product is: [CH2:31]([O:34][CH2:35][CH:36]1[CH2:41][CH2:40][CH:39]([N:8]2[CH2:9][CH:10]([NH:12][C:13](=[O:30])[CH2:14][NH:15][C:16]3[C:24]4[C:19](=[CH:20][CH:21]=[C:22]([C:25]([F:27])([F:26])[F:28])[CH:23]=4)[N:18]([CH3:29])[N:17]=3)[CH2:11]2)[CH2:38][CH2:37]1)[CH:32]=[CH2:33].